This data is from NCI-60 drug combinations with 297,098 pairs across 59 cell lines. The task is: Regression. Given two drug SMILES strings and cell line genomic features, predict the synergy score measuring deviation from expected non-interaction effect. (1) Drug 1: C1CN1C2=NC(=NC(=N2)N3CC3)N4CC4. Drug 2: C1=CC(=C2C(=C1NCCNCCO)C(=O)C3=C(C=CC(=C3C2=O)O)O)NCCNCCO. Cell line: HS 578T. Synergy scores: CSS=73.0, Synergy_ZIP=-0.588, Synergy_Bliss=0.940, Synergy_Loewe=-4.63, Synergy_HSA=9.72. (2) Drug 1: CC1=CC=C(C=C1)C2=CC(=NN2C3=CC=C(C=C3)S(=O)(=O)N)C(F)(F)F. Drug 2: C1CN(P(=O)(OC1)NCCCl)CCCl. Cell line: MCF7. Synergy scores: CSS=-0.208, Synergy_ZIP=0.265, Synergy_Bliss=-1.73, Synergy_Loewe=-0.299, Synergy_HSA=-2.51. (3) Drug 1: C1CC(=O)NC(=O)C1N2CC3=C(C2=O)C=CC=C3N. Drug 2: C1=C(C(=O)NC(=O)N1)N(CCCl)CCCl. Cell line: ACHN. Synergy scores: CSS=67.0, Synergy_ZIP=2.42, Synergy_Bliss=4.27, Synergy_Loewe=1.91, Synergy_HSA=6.00. (4) Drug 1: C1=CC=C(C(=C1)C(C2=CC=C(C=C2)Cl)C(Cl)Cl)Cl. Drug 2: CN1C2=C(C=C(C=C2)N(CCCl)CCCl)N=C1CCCC(=O)O.Cl. Cell line: SF-268. Synergy scores: CSS=-0.0860, Synergy_ZIP=0.112, Synergy_Bliss=-0.792, Synergy_Loewe=-0.773, Synergy_HSA=-1.34. (5) Drug 1: C1CN1C2=NC(=NC(=N2)N3CC3)N4CC4. Drug 2: COC1=CC(=CC(=C1O)OC)C2C3C(COC3=O)C(C4=CC5=C(C=C24)OCO5)OC6C(C(C7C(O6)COC(O7)C8=CC=CS8)O)O. Cell line: SF-268. Synergy scores: CSS=34.0, Synergy_ZIP=-5.72, Synergy_Bliss=1.76, Synergy_Loewe=-8.09, Synergy_HSA=3.06. (6) Drug 1: CCC1(CC2CC(C3=C(CCN(C2)C1)C4=CC=CC=C4N3)(C5=C(C=C6C(=C5)C78CCN9C7C(C=CC9)(C(C(C8N6C=O)(C(=O)OC)O)OC(=O)C)CC)OC)C(=O)OC)O.OS(=O)(=O)O. Drug 2: CS(=O)(=O)OCCCCOS(=O)(=O)C. Cell line: NCI-H322M. Synergy scores: CSS=3.90, Synergy_ZIP=0.289, Synergy_Bliss=2.33, Synergy_Loewe=1.29, Synergy_HSA=1.57. (7) Drug 1: CCN(CC)CCNC(=O)C1=C(NC(=C1C)C=C2C3=C(C=CC(=C3)F)NC2=O)C. Drug 2: C(=O)(N)NO. Cell line: SNB-19. Synergy scores: CSS=9.17, Synergy_ZIP=-1.53, Synergy_Bliss=0.531, Synergy_Loewe=5.71, Synergy_HSA=2.12.